Dataset: Forward reaction prediction with 1.9M reactions from USPTO patents (1976-2016). Task: Predict the product of the given reaction. (1) Given the reactants [OH-].[Na+].[F:3][C:4]([F:15])([F:14])[O:5][C:6]1[CH:7]=[C:8]([CH:11]=[CH:12][CH:13]=1)[CH:9]=O.[O:16]=[C:17]([CH3:27])[CH2:18]P(=O)(OCC)OCC, predict the reaction product. The product is: [F:3][C:4]([F:15])([F:14])[O:5][C:6]1[CH:7]=[C:8]([CH:9]=[CH:18][C:17](=[O:16])[CH3:27])[CH:11]=[CH:12][CH:13]=1. (2) Given the reactants [CH3:1][O:2][CH2:3][CH2:4][O:5][CH2:6][C:7]1[CH:12]=[CH:11][C:10]([C@@H:13]2[C@@H:18]([O:19][CH2:20][C:21]3[CH:22]=[CH:23][C:24]4[O:29][CH2:28][CH2:27][N:26]([CH2:30][CH2:31][CH2:32][O:33][CH3:34])[C:25]=4[CH:35]=3)[CH2:17][N:16](S(C3C=CC(C)=CC=3)(=O)=O)[CH2:15][C@H:14]2[OH:46])=[CH:9][CH:8]=1.[CH3:47][O:48][CH2:49][C@@H:50]1[O:52][CH2:51]1, predict the reaction product. The product is: [CH3:47][O:48][CH2:49][C@H:50]([OH:52])[CH2:51][O:46][C@H:14]1[C@H:13]([C:10]2[CH:11]=[CH:12][C:7]([CH2:6][O:5][CH2:4][CH2:3][O:2][CH3:1])=[CH:8][CH:9]=2)[C@@H:18]([O:19][CH2:20][C:21]2[CH:22]=[CH:23][C:24]3[O:29][CH2:28][CH2:27][N:26]([CH2:30][CH2:31][CH2:32][O:33][CH3:34])[C:25]=3[CH:35]=2)[CH2:17][NH:16][CH2:15]1. (3) Given the reactants [Br:1][C:2]1[C:3]([C:14](=[S:16])[NH2:15])=[CH:4][C:5]([NH:8][C:9]([NH:11][CH2:12][CH3:13])=[O:10])=[N:6][CH:7]=1.Br[CH2:18][C:19](=O)[CH2:20][CH3:21], predict the reaction product. The product is: [Br:1][C:2]1[C:3]([C:14]2[S:16][CH:18]=[C:19]([CH2:20][CH3:21])[N:15]=2)=[CH:4][C:5]([NH:8][C:9]([NH:11][CH2:12][CH3:13])=[O:10])=[N:6][CH:7]=1. (4) Given the reactants Cl[C:2]1[CH:7]=[C:6]([C:8]2[CH:13]=[CH:12][CH:11]=[CH:10][CH:9]=2)[N:5]=[C:4]([NH:14][C:15](=[O:29])[CH2:16][CH2:17][C:18]([C:20]2[CH:21]=[CH:22][C:23]3[O:27][CH2:26][CH2:25][C:24]=3[CH:28]=2)=[O:19])[CH:3]=1.C1(C2C=CC=CC=2)C=CC=CC=1P(C1CCCCC1)C1CCCCC1.C(=O)([O-])[O-].[K+].[K+].[CH3:61][N:62]([CH3:72])[C:63]1[CH:68]=[CH:67][C:66](B(O)O)=[CH:65][CH:64]=1, predict the reaction product. The product is: [O:27]1[C:23]2[CH:22]=[CH:21][C:20]([C:18](=[O:19])[CH2:17][CH2:16][C:15]([NH:14][C:4]3[CH:3]=[C:2]([C:66]4[CH:67]=[CH:68][C:63]([N:62]([CH3:72])[CH3:61])=[CH:64][CH:65]=4)[CH:7]=[C:6]([C:8]4[CH:13]=[CH:12][CH:11]=[CH:10][CH:9]=4)[N:5]=3)=[O:29])=[CH:28][C:24]=2[CH2:25][CH2:26]1. (5) Given the reactants [NH2:1][C:2]1[CH:7]=[CH:6][C:5]([C:8]#[N:9])=[CH:4][N:3]=1.Cl[CH:11]([CH:17]=O)[C:12]([O:14][CH2:15][CH3:16])=[O:13], predict the reaction product. The product is: [C:8]([C:5]1[CH:6]=[CH:7][C:2]2[N:3]([C:11]([C:12]([O:14][CH2:15][CH3:16])=[O:13])=[CH:17][N:1]=2)[CH:4]=1)#[N:9].